From a dataset of Full USPTO retrosynthesis dataset with 1.9M reactions from patents (1976-2016). Predict the reactants needed to synthesize the given product. (1) Given the product [CH3:1][C:2]1[CH:3]=[C:4]([CH:7]=[CH:8][C:9]=1[N+:10]([O-:12])=[O:11])/[CH:5]=[N:14]/[OH:15], predict the reactants needed to synthesize it. The reactants are: [CH3:1][C:2]1[CH:3]=[C:4]([CH:7]=[CH:8][C:9]=1[N+:10]([O-:12])=[O:11])[CH:5]=O.Cl.[NH2:14][OH:15]. (2) Given the product [N:17]1[CH:22]=[CH:21][CH:20]=[C:19]([NH:23][C:1](=[O:9])[O:2][C:3]2[CH:8]=[CH:7][CH:6]=[CH:5][CH:4]=2)[CH:18]=1, predict the reactants needed to synthesize it. The reactants are: [C:1](Cl)(=[O:9])[O:2][C:3]1[CH:8]=[CH:7][CH:6]=[CH:5][CH:4]=1.N1C=CC=CC=1.[N:17]1[CH:22]=[CH:21][CH:20]=[C:19]([NH2:23])[CH:18]=1. (3) The reactants are: [CH2:1]([O:8][C:9]1[CH:14]=[CH:13][C:12]([CH2:15][C:16]2[CH:21]=[CH:20][C:19]([CH2:22][CH3:23])=[CH:18][CH:17]=2)=[CH:11][C:10]=1Br)[C:2]1[CH:7]=[CH:6][CH:5]=[CH:4][CH:3]=1.C([Li])CCC.CCCCCC.[P:36](Cl)([O:41][CH2:42][CH3:43])([O:38][CH2:39][CH3:40])=[O:37]. Given the product [CH2:39]([O:38][P:36]([C:10]1[CH:11]=[C:12]([CH2:15][C:16]2[CH:21]=[CH:20][C:19]([CH2:22][CH3:23])=[CH:18][CH:17]=2)[CH:13]=[CH:14][C:9]=1[O:8][CH2:1][C:2]1[CH:7]=[CH:6][CH:5]=[CH:4][CH:3]=1)(=[O:37])[O:41][CH2:42][CH3:43])[CH3:40], predict the reactants needed to synthesize it. (4) The reactants are: C(Cl)(=O)C(Cl)=O.[CH:7]([C:10]1[NH:14][N:13]=[C:12]([C:15](O)=[O:16])[C:11]=1[N+:18]([O-:20])=[O:19])([CH3:9])[CH3:8].C[N:22](C)C=O. Given the product [CH:7]([C:10]1[NH:14][N:13]=[C:12]([C:15]([NH2:22])=[O:16])[C:11]=1[N+:18]([O-:20])=[O:19])([CH3:9])[CH3:8], predict the reactants needed to synthesize it. (5) The reactants are: [Cl:1][C:2]1[CH:3]=[C:4]([CH:7]=[C:8](Cl)[CH:9]=1)[C:5]#[N:6].[CH3:11][O-:12].[Na+].Cl. Given the product [Cl:1][C:2]1[CH:9]=[C:8]([O:12][CH3:11])[CH:7]=[C:4]([CH:3]=1)[C:5]#[N:6], predict the reactants needed to synthesize it. (6) Given the product [F:1][C:2]1[CH:3]=[CH:4][CH:5]=[C:6]2[C:11]=1[C:10]([CH3:13])([CH3:12])[C:9](=[O:14])[C:8]([C:15]([NH:17][CH2:18][C:19]([OH:21])=[O:20])=[O:16])=[C:7]2[OH:26], predict the reactants needed to synthesize it. The reactants are: [F:1][C:2]1[CH:3]=[CH:4][CH:5]=[C:6]2[C:11]=1[C:10]([CH3:13])([CH3:12])[C:9](=[O:14])[C:8]([C:15]([NH:17][CH2:18][C:19]([O:21]C(C)(C)C)=[O:20])=[O:16])=[C:7]2[OH:26].C(O)(C(F)(F)F)=O. (7) Given the product [C:28]([NH:32][S:33]([C:36]1[CH:41]=[CH:40][C:39]([C:2]2[N:3]=[CH:4][N:5]([C:7]3[N:12]=[C:11]([C:13]([F:16])([F:15])[F:14])[CH:10]=[C:9]([C:17]4[CH:22]=[CH:21][C:20]([C:23]([F:25])([F:26])[F:24])=[C:19]([CH3:27])[CH:18]=4)[N:8]=3)[CH:6]=2)=[CH:38][CH:37]=1)(=[O:35])=[O:34])([CH3:31])([CH3:29])[CH3:30], predict the reactants needed to synthesize it. The reactants are: I[C:2]1[N:3]=[CH:4][N:5]([C:7]2[N:12]=[C:11]([C:13]([F:16])([F:15])[F:14])[CH:10]=[C:9]([C:17]3[CH:22]=[CH:21][C:20]([C:23]([F:26])([F:25])[F:24])=[C:19]([CH3:27])[CH:18]=3)[N:8]=2)[CH:6]=1.[C:28]([NH:32][S:33]([C:36]1[CH:41]=[CH:40][C:39](B(O)O)=[CH:38][CH:37]=1)(=[O:35])=[O:34])([CH3:31])([CH3:30])[CH3:29]. (8) Given the product [O:11]=[C:12]1[N:19]2[C@H:14]([S:15][CH2:16][C:17]([CH2:36][O:37][C:38]3[CH:47]=[C:46]4[C:41]([CH:42]=[CH:43][C:44](=[O:48])[O:45]4)=[CH:40][CH:39]=3)=[C:18]2[C:20]([OH:22])=[O:21])[C@@H:13]1[NH:49][C:50](=[O:58])[CH2:51][C:52]1[CH:53]=[CH:54][CH:55]=[CH:56][CH:57]=1, predict the reactants needed to synthesize it. The reactants are: C(Cl)Cl.C(O)(C(F)(F)F)=O.[O:11]=[C:12]1[N:19]2[C@H:14]([S:15][CH2:16][C:17]([CH2:36][O:37][C:38]3[CH:47]=[C:46]4[C:41]([CH:42]=[CH:43][C:44](=[O:48])[O:45]4)=[CH:40][CH:39]=3)=[C:18]2[C:20]([O:22]C(C2C=CC=CC=2)C2C=CC=CC=2)=[O:21])[C@@H:13]1[NH:49][C:50](=[O:58])[CH2:51][C:52]1[CH:57]=[CH:56][CH:55]=[CH:54][CH:53]=1.